The task is: Predict which catalyst facilitates the given reaction.. This data is from Catalyst prediction with 721,799 reactions and 888 catalyst types from USPTO. (1) Reactant: [Cl:1][C:2]1[CH:6]=[C:5]([C:7]2[O:12][C:11](=[O:13])[C:10]3[CH:14]=[C:15]([C:19]#[N:20])[CH:16]=[C:17]([CH3:18])[C:9]=3[N:8]=2)[N:4]([C:21]2[C:26]([Cl:27])=[CH:25][CH:24]=[CH:23][N:22]=2)[N:3]=1.[C:28](C1C2C=CC=CC=2ONC1=O)#[N:29].CN. Product: [Cl:1][C:2]1[CH:6]=[C:5]([C:7]([NH:8][C:9]2[C:10]([C:11]([NH:29][CH3:28])=[O:13])=[CH:14][C:15]([C:19]#[N:20])=[CH:16][C:17]=2[CH3:18])=[O:12])[N:4]([C:21]2[C:26]([Cl:27])=[CH:25][CH:24]=[CH:23][N:22]=2)[N:3]=1. The catalyst class is: 7. (2) Product: [C:1]([C:3]1[CH:4]=[C:5]([CH:10]=[CH:11][C:12]=1[O:13][CH3:14])[C:6]([OH:8])=[O:7])#[N:2]. The catalyst class is: 24. Reactant: [C:1]([C:3]1[CH:4]=[C:5]([CH:10]=[CH:11][C:12]=1[O:13][CH3:14])[C:6]([O:8]C)=[O:7])#[N:2].[Li+].[OH-].Cl.